The task is: Predict the product of the given reaction.. This data is from Forward reaction prediction with 1.9M reactions from USPTO patents (1976-2016). Given the reactants [N+:1]([C:4]1[CH:30]=[CH:29][C:7]([O:8][CH2:9][C:10]([O:12][CH2:13][CH2:14][O:15][C:16](=[O:28])[CH2:17][O:18][C:19]2[CH:24]=[CH:23][C:22]([N+:25]([O-])=O)=[CH:21][CH:20]=2)=[O:11])=[CH:6][CH:5]=1)([O-])=O, predict the reaction product. The product is: [NH2:25][C:22]1[CH:23]=[CH:24][C:19]([O:18][CH2:17][C:16]([O:15][CH2:14][CH2:13][O:12][C:10](=[O:11])[CH2:9][O:8][C:7]2[CH:6]=[CH:5][C:4]([NH2:1])=[CH:30][CH:29]=2)=[O:28])=[CH:20][CH:21]=1.